Dataset: Forward reaction prediction with 1.9M reactions from USPTO patents (1976-2016). Task: Predict the product of the given reaction. Given the reactants [CH3:1][C:2]1[CH:3]([C:10]2[CH:17]=[CH:16][CH:15]=[CH:14][C:11]=2[CH2:12][OH:13])[C:4]([CH3:9])=[C:5]([CH3:8])[C:6]=1[CH3:7].[CH3:18][N-:19][CH3:20].[CH3:21][N-:22][CH3:23].C[N-]C.C[N-]C.[Ti+4:30], predict the reaction product. The product is: [CH3:18][N-:19][CH3:20].[CH3:21][N-:22][CH3:23].[CH3:1][C:2]1[CH:3]([C:10]2[CH:17]=[CH:16][CH:15]=[CH:14][C:11]=2[CH2:12][O:13][Ti+2:30])[C:4]([CH3:9])=[C:5]([CH3:8])[C:6]=1[CH3:7].